From a dataset of Peptide-MHC class II binding affinity with 134,281 pairs from IEDB. Regression. Given a peptide amino acid sequence and an MHC pseudo amino acid sequence, predict their binding affinity value. This is MHC class II binding data. (1) The peptide sequence is LALVGFLGGLITGTS. The MHC is HLA-DPA10201-DPB10101 with pseudo-sequence HLA-DPA10201-DPB10101. The binding affinity (normalized) is 0.0233. (2) The peptide sequence is AAATAGKTVYGAFAA. The MHC is HLA-DPA10103-DPB10601 with pseudo-sequence HLA-DPA10103-DPB10601. The binding affinity (normalized) is 0.0774.